The task is: Predict the product of the given reaction.. This data is from Forward reaction prediction with 1.9M reactions from USPTO patents (1976-2016). (1) Given the reactants [CH3:1][CH2:2][N:3]=C=NCCCN(C)C.[OH:12]C(C(F)(F)F)=O.[O:19]=[C:20]1[C:34]2[C:29](=[CH:30][CH:31]=[C:32](CC(N)=O)[CH:33]=2)[O:28][C:22]2([CH2:27][CH2:26][NH:25][CH2:24][CH2:23]2)[CH2:21]1.[CH3:39][O:40][C:41]1[C:50]2[C:45](=[CH:46][CH:47]=[CH:48][CH:49]=2)[N:44]=[C:43]([C:51]([OH:53])=O)[CH:42]=1.C1C=CC2N(O)N=NC=2C=1, predict the reaction product. The product is: [CH3:39][O:40][C:41]1[C:50]2[C:45](=[CH:46][CH:47]=[CH:48][CH:49]=2)[N:44]=[C:43]([C:51]([N:25]2[CH2:24][CH2:23][C:22]3([CH2:21][C:20](=[O:19])[C:34]4[C:29](=[CH:30][CH:31]=[C:32]([NH:3][C:2](=[O:12])[CH3:1])[CH:33]=4)[O:28]3)[CH2:27][CH2:26]2)=[O:53])[CH:42]=1. (2) Given the reactants Cl.[NH2:2][CH:3]([CH:5]([C:14]1[CH:19]=[CH:18][C:17]([Cl:20])=[CH:16][CH:15]=1)[CH2:6][C:7]1[CH:12]=[CH:11][C:10]([Cl:13])=[CH:9][CH:8]=1)[CH3:4].C(N(C(C)C)CC)(C)C.[C:30]([S:34](Cl)=[O:35])([CH3:33])([CH3:32])[CH3:31].C([Mg]Cl)(C)(C)C, predict the reaction product. The product is: [Cl:20][C:17]1[CH:16]=[CH:15][C:14]([CH:5]([CH2:6][C:7]2[CH:12]=[CH:11][C:10]([Cl:13])=[CH:9][CH:8]=2)[CH:3]([NH:2][S:34]([C:30]([CH3:33])([CH3:32])[CH3:31])=[O:35])[CH3:4])=[CH:19][CH:18]=1. (3) Given the reactants [NH2:1][C:2]1[CH:10]=[CH:9][C:5]([C:6]([OH:8])=[O:7])=[CH:4][CH:3]=1.C(O)(=O)C.[C:15](OCC)(=[O:20])[CH2:16][C:17]([CH3:19])=O, predict the reaction product. The product is: [CH3:19][C:17]1[NH:1][C:2]2[C:10]([C:15](=[O:20])[CH:16]=1)=[CH:9][C:5]([C:6]([OH:8])=[O:7])=[CH:4][CH:3]=2. (4) Given the reactants [Br:1][C:2]1[CH:7]=[CH:6][C:5]([CH:8]([C:20]2[CH:25]=[CH:24][C:23]([Cl:26])=[CH:22][C:21]=2[F:27])[CH2:9][C:10]([C:12]2[CH:13]=[CH:14][C:15](=[O:19])[N:16]([CH3:18])[CH:17]=2)=O)=[CH:4][CH:3]=1.Cl.[NH2:29][OH:30].C([O-])(O)=O.[Na+], predict the reaction product. The product is: [Br:1][C:2]1[CH:7]=[CH:6][C:5]([CH:8]([C:20]2[CH:25]=[CH:24][C:23]([Cl:26])=[CH:22][C:21]=2[F:27])[CH2:9]/[C:10](/[C:12]2[CH:13]=[CH:14][C:15](=[O:19])[N:16]([CH3:18])[CH:17]=2)=[N:29]\[OH:30])=[CH:4][CH:3]=1. (5) Given the reactants [C:1]([O:4][CH2:5][C:6]1[C:11]([N:12]2[CH2:24][CH2:23][N:15]3[C:16]4[CH2:17][CH2:18][CH2:19][CH2:20][C:21]=4[CH:22]=[C:14]3[C:13]2=[O:25])=[CH:10][C:9]([F:26])=[CH:8][C:7]=1B1OC(C)(C)C(C)(C)O1)(=[O:3])[CH3:2].Cl[C:37]1[CH:38]=[C:39]([NH:45][C:46]2[CH:51]=[CH:50][C:49]([N:52]3[CH2:57][CH2:56][N:55]([CH:58]4[CH2:61][O:60][CH2:59]4)[CH2:54][CH2:53]3)=[CH:48][N:47]=2)[C:40](=[O:44])[N:41]([CH3:43])[N:42]=1.CC([O-])=O.[Na+], predict the reaction product. The product is: [C:1]([O:4][CH2:5][C:6]1[C:11]([N:12]2[CH2:24][CH2:23][N:15]3[C:16]4[CH2:17][CH2:18][CH2:19][CH2:20][C:21]=4[CH:22]=[C:14]3[C:13]2=[O:25])=[CH:10][C:9]([F:26])=[CH:8][C:7]=1[C:37]1[CH:38]=[C:39]([NH:45][C:46]2[CH:51]=[CH:50][C:49]([N:52]3[CH2:57][CH2:56][N:55]([CH:58]4[CH2:59][O:60][CH2:61]4)[CH2:54][CH2:53]3)=[CH:48][N:47]=2)[C:40](=[O:44])[N:41]([CH3:43])[N:42]=1)(=[O:3])[CH3:2]. (6) Given the reactants [CH3:1][O:2][C:3]1[C:8]([C:9]#[C:10][Si](C)(C)C)=[C:7]([C:15]([F:18])([F:17])[F:16])[N:6]=[C:5]([CH3:19])[N:4]=1.[F-].C([N+](CCCC)(CCCC)CCCC)CCC.O, predict the reaction product. The product is: [C:9]([C:8]1[C:3]([O:2][CH3:1])=[N:4][C:5]([CH3:19])=[N:6][C:7]=1[C:15]([F:18])([F:16])[F:17])#[CH:10]. (7) Given the reactants [NH:1]1[C:5]2=[N:6][C:7]([C:10]([OH:12])=[O:11])=[CH:8][CH:9]=[C:4]2[CH:3]=[CH:2]1.[CH3:13][Si](C=[N+]=[N-])(C)C, predict the reaction product. The product is: [NH:1]1[C:5]2=[N:6][C:7]([C:10]([O:12][CH3:13])=[O:11])=[CH:8][CH:9]=[C:4]2[CH:3]=[CH:2]1.